From a dataset of Full USPTO retrosynthesis dataset with 1.9M reactions from patents (1976-2016). Predict the reactants needed to synthesize the given product. (1) Given the product [CH2:15]([O:14][C:12](=[O:13])[NH:11][CH:8]1[CH2:7][C:6](=[O:5])[O:18][CH:9]1[O:10][CH2:24][C:23]1[CH:26]=[CH:27][C:20]([Cl:19])=[CH:21][CH:22]=1)[CH:16]=[CH2:17], predict the reactants needed to synthesize it. The reactants are: C([O:5][C:6](=[O:18])[CH2:7][CH:8]([NH:11][C:12]([O:14][CH2:15][CH:16]=[CH2:17])=[O:13])[CH2:9][OH:10])(C)(C)C.[Cl:19][C:20]1[CH:27]=[CH:26][C:23]([CH2:24]O)=[CH:22][CH:21]=1. (2) Given the product [C:14]([C:11]1[CH:10]=[C:9]([C:18]2[O:19][CH:20]=[C:21]([CH2:23][CH2:24][O:80][C:79]3[CH:78]=[CH:77][C:74]([CH:75]=[O:76])=[CH:73][C:72]=3[CH:70]=[O:71])[N:22]=2)[CH:8]=[C:7]([C:3]([CH3:4])([CH3:5])[CH3:6])[C:12]=1[OH:13])([CH3:15])([CH3:16])[CH3:17], predict the reactants needed to synthesize it. The reactants are: O.Cl.[C:3]([C:7]1[CH:8]=[C:9]([C:18]2[O:19][CH:20]=[C:21]([CH2:23][CH2:24]OC3C=CC(CNCC)=CC=3)[N:22]=2)[CH:10]=[C:11]([C:14]([CH3:17])([CH3:16])[CH3:15])[C:12]=1[OH:13])([CH3:6])([CH3:5])[CH3:4].[C:14]([C:11]1[CH:10]=[C:9]([C:18]2[O:19][CH:20]=[C:21]([CH2:23][CH2:24]OC3C=CC(CNCC)=CC=3)[N:22]=2)[CH:8]=[C:7]([C:3]([CH3:4])([CH3:5])[CH3:6])[C:12]=1[OH:13])([CH3:15])([CH3:16])[CH3:17].Cl.[CH:70]([C:72]1[CH:73]=[C:74]([CH:77]=[CH:78][C:79]=1[OH:80])[CH:75]=[O:76])=[O:71].C1(P(C2C=CC=CC=2)C2C=CC=CC=2)C=CC=CC=1.N(C(OCC)=O)=NC(OCC)=O. (3) Given the product [F:32][C:33]1[CH:38]=[CH:37][C:36]([C:2]2[N:6]([CH3:7])[CH:5]=[N:4][C:3]=2[C:8]2[CH:13]=[C:12]([C:14]3[N:15]=[N:16][NH:17][C:18]=3[C:19]([F:20])([F:22])[F:21])[CH:11]=[CH:10][N:9]=2)=[CH:35][CH:34]=1, predict the reactants needed to synthesize it. The reactants are: Br[C:2]1[N:6]([CH3:7])[CH:5]=[N:4][C:3]=1[C:8]1[CH:13]=[C:12]([C:14]2[N:15]=[N:16][N:17](CC3C=CC(OC)=CC=3)[C:18]=2[C:19]([F:22])([F:21])[F:20])[CH:11]=[CH:10][N:9]=1.[F:32][C:33]1[CH:38]=[CH:37][C:36](B(O)O)=[CH:35][CH:34]=1.C([O-])([O-])=O.[Na+].[Na+]. (4) Given the product [CH2:1]([O:8][C:9]1[CH:10]=[CH:11][C:12]([NH2:15])=[CH:13][CH:14]=1)[C:2]1[CH:3]=[CH:4][CH:5]=[CH:6][CH:7]=1, predict the reactants needed to synthesize it. The reactants are: [CH2:1]([O:8][C:9]1[CH:14]=[CH:13][C:12]([N+:15]([O-])=O)=[CH:11][CH:10]=1)[C:2]1[CH:7]=[CH:6][CH:5]=[CH:4][CH:3]=1.[Sn](Cl)(Cl)(Cl)Cl. (5) Given the product [CH:1]([N:4]1[C:8]([C:9]2[N:18]=[C:17]3[C:16]4[CH:19]=[CH:20][C:21]([CH:23]5[CH2:24][CH2:25][N:26]([CH2:29][CH2:30][OH:31])[CH2:27][CH2:28]5)=[CH:22][C:15]=4[O:14][CH2:13][CH2:12][N:11]3[CH:10]=2)=[N:7][CH:6]=[N:5]1)([CH3:3])[CH3:2], predict the reactants needed to synthesize it. The reactants are: [CH:1]([N:4]1[C:8]([C:9]2[N:18]=[C:17]3[N:11]([CH2:12][CH2:13][O:14][C:15]4[CH:22]=[C:21]([CH:23]5[CH2:28][CH2:27][N:26]([CH2:29][CH2:30][O:31]C6CCCCO6)[CH2:25][CH2:24]5)[CH:20]=[CH:19][C:16]=43)[CH:10]=2)=[N:7][CH:6]=[N:5]1)([CH3:3])[CH3:2].Cl. (6) Given the product [O:8]=[C:7]1[C@@H:6]([NH:10][C:11](=[O:12])[O:13][C:14]([CH3:17])([CH3:16])[CH3:15])[CH2:5][O:4][C:3]2[CH:18]=[CH:19][CH:20]=[CH:21][C:2]=2[NH:1]1, predict the reactants needed to synthesize it. The reactants are: [NH2:1][C:2]1[CH:21]=[CH:20][CH:19]=[CH:18][C:3]=1[O:4][CH2:5][C@H:6]([NH:10][C:11]([O:13][C:14]([CH3:17])([CH3:16])[CH3:15])=[O:12])[C:7](O)=[O:8].Cl.CN(C)CCCN=C=NCC.O. (7) Given the product [Br:1][C:2]1[CH:3]=[C:4]([NH:10][C:11]2[CH:16]=[CH:15][C:14]([N:17]3[CH2:22][CH2:21][N:20]([CH:27]4[CH2:28][O:25][CH2:26]4)[CH2:19][C:18]3([CH3:24])[CH3:23])=[CH:13][N:12]=2)[C:5](=[O:9])[N:6]([CH3:8])[CH:7]=1, predict the reactants needed to synthesize it. The reactants are: [Br:1][C:2]1[CH:3]=[C:4]([NH:10][C:11]2[CH:16]=[CH:15][C:14]([N:17]3[CH2:22][CH2:21][NH:20][CH2:19][C:18]3([CH3:24])[CH3:23])=[CH:13][N:12]=2)[C:5](=[O:9])[N:6]([CH3:8])[CH:7]=1.[O:25]1[CH2:28][C:27](=O)[CH2:26]1.[BH3-]C#N.[Na+].